From a dataset of Forward reaction prediction with 1.9M reactions from USPTO patents (1976-2016). Predict the product of the given reaction. (1) The product is: [Cl:1][C:2]1[CH:3]=[CH:4][C:5]([CH2:8][N:9]2[C:13]3[CH:14]([CH2:18][CH2:28][C:26]([OH:32])=[O:27])[CH2:15][CH2:16][CH2:17][C:12]=3[N:11]=[C:10]2[CH:22]([CH3:24])[CH3:23])=[CH:6][CH:7]=1. Given the reactants [Cl:1][C:2]1[CH:7]=[CH:6][C:5]([CH2:8][N:9]2[C:13]3[CH:14]([CH2:18]CC#N)[CH2:15][CH2:16][CH2:17][C:12]=3[N:11]=[C:10]2[CH:22]([CH3:24])[CH3:23])=[CH:4][CH:3]=1.Cl.[C:26]([OH:32])([C:28](F)(F)F)=[O:27], predict the reaction product. (2) Given the reactants [F:1][CH:2]([F:27])[C:3]([N:5]1[C@H:9]([CH2:10][F:11])[C@@H:8]([C:12]2[CH:17]=[CH:16][C:15]([C:18]3[S:22][C:21]([CH2:23]O)=[N:20][CH:19]=3)=[CH:14][CH:13]=2)[O:7][C:6]1([CH3:26])[CH3:25])=[O:4].[N:28]1C=CC=C[CH:29]=1.C(N(C(C)C)CC)(C)C.Cl, predict the reaction product. The product is: [F:1][CH:2]([F:27])[C:3]([N:5]1[C@H:9]([CH2:10][F:11])[C@@H:8]([C:12]2[CH:17]=[CH:16][C:15]([C:18]3[S:22][C:21]([CH2:23][NH:28][CH3:29])=[N:20][CH:19]=3)=[CH:14][CH:13]=2)[O:7][C:6]1([CH3:25])[CH3:26])=[O:4]. (3) The product is: [CH3:12][O:11][C:6]1[CH:7]=[CH:8][C:9]([NH:13][CH2:14][C@@H:15]2[CH2:19][CH2:18][N:17]([C:20]([O:22][C:23]([CH3:26])([CH3:25])[CH3:24])=[O:21])[CH2:16]2)=[C:4]([N+:1]([O-:3])=[O:2])[CH:5]=1. Given the reactants [N+:1]([C:4]1[CH:5]=[C:6]([O:11][CH3:12])[CH:7]=[CH:8][C:9]=1Br)([O-:3])=[O:2].[NH2:13][CH2:14][C@@H:15]1[CH2:19][CH2:18][N:17]([C:20]([O:22][C:23]([CH3:26])([CH3:25])[CH3:24])=[O:21])[CH2:16]1.C([O-])([O-])=O.[K+].[K+], predict the reaction product. (4) Given the reactants [Cl:1][C:2]1[C:7]([O:8][CH3:9])=[CH:6][C:5]([O:10][CH3:11])=[C:4]([Cl:12])[C:3]=1[C:13]1[CH:22]=[CH:21][C:20]([C:23]([OH:25])=O)=[C:19]2[C:14]=1[CH:15]=[CH:16][CH:17]=[N:18]2.[CH3:26][O:27][C:28]1[CH:48]=[CH:47][C:31]([CH2:32][N:33]2[CH2:38][CH2:37][N:36]([CH2:39][C:40]3[CH:41]=[CH:42][C:43]([NH2:46])=[N:44][CH:45]=3)[CH2:35][CH2:34]2)=[CH:30][CH:29]=1, predict the reaction product. The product is: [CH3:26][O:27][C:28]1[CH:29]=[CH:30][C:31]([CH2:32][N:33]2[CH2:38][CH2:37][N:36]([CH2:39][C:40]3[CH:41]=[CH:42][C:43]([NH:46][C:23]([C:20]4[CH:21]=[CH:22][C:13]([C:3]5[C:4]([Cl:12])=[C:5]([O:10][CH3:11])[CH:6]=[C:7]([O:8][CH3:9])[C:2]=5[Cl:1])=[C:14]5[C:19]=4[N:18]=[CH:17][CH:16]=[CH:15]5)=[O:25])=[N:44][CH:45]=3)[CH2:35][CH2:34]2)=[CH:47][CH:48]=1. (5) Given the reactants Cl[C:2]1[N:11]=[C:10]([NH:12][CH2:13][C:14]2[CH:19]=[CH:18][C:17]([NH:20][C:21](=[O:29])[C:22]3[CH:27]=[CH:26][C:25]([F:28])=[CH:24][CH:23]=3)=[CH:16][CH:15]=2)[C:9]2[C:4](=[CH:5][C:6]([CH3:30])=[CH:7][CH:8]=2)[N:3]=1, predict the reaction product. The product is: [CH2:4]([N:3]([CH3:2])[C:2]1[N:11]=[C:10]([NH:12][CH2:13][C:14]2[CH:19]=[CH:18][C:17]([NH:20][C:21](=[O:29])[C:22]3[CH:27]=[CH:26][C:25]([F:28])=[CH:24][CH:23]=3)=[CH:16][CH:15]=2)[C:9]2[C:4](=[CH:5][C:6]([CH3:30])=[CH:7][CH:8]=2)[N:3]=1)[CH3:5]. (6) Given the reactants Cl.[NH2:2][CH:3]1[CH2:8][CH2:7][N:6]([C:9]2[CH:10]=[C:11]([CH:15]=[C:16]([Cl:18])[N:17]=2)[C:12]([NH2:14])=[O:13])[CH2:5][CH2:4]1.[CH3:19][C:20]1[CH:24]=[C:23]([CH3:25])[NH:22][C:21]=1[C:26](O)=[O:27], predict the reaction product. The product is: [Cl:18][C:16]1[CH:15]=[C:11]([CH:10]=[C:9]([N:6]2[CH2:5][CH2:4][CH:3]([NH:2][C:26]([C:21]3[NH:22][C:23]([CH3:25])=[CH:24][C:20]=3[CH3:19])=[O:27])[CH2:8][CH2:7]2)[N:17]=1)[C:12]([NH2:14])=[O:13]. (7) Given the reactants [CH3:1][O:2][C:3]1[CH:8]=[CH:7][CH:6]=[CH:5][C:4]=1[NH:9][NH2:10].Br[C:12]1[CH:19]=[CH:18][C:17]([Br:20])=[CH:16][C:13]=1[CH:14]=O, predict the reaction product. The product is: [Br:20][C:17]1[CH:16]=[C:13]2[C:12](=[CH:19][CH:18]=1)[N:9]([C:4]1[CH:5]=[CH:6][CH:7]=[CH:8][C:3]=1[O:2][CH3:1])[N:10]=[CH:14]2. (8) The product is: [F:9][C:3]1[CH:4]=[C:5]([N:16]2[CH:17]=[C:13]([CH2:12][OH:11])[N:14]=[CH:15]2)[CH:6]=[CH:7][C:2]=1[I:1]. Given the reactants [I:1][C:2]1[CH:7]=[CH:6][C:5](I)=[CH:4][C:3]=1[F:9].Cl.[OH:11][CH2:12][C:13]1[N:14]=[CH:15][NH:16][CH:17]=1.OC1C=CC=C2C=1N=CC=C2.C([O-])([O-])=O.[K+].[K+], predict the reaction product. (9) The product is: [F:7][C:8]1[CH:9]=[CH:10][C:11]([N:14]2[CH:18]=[CH:17][C:16]([CH2:2][C:1]([OH:5])=[O:29])=[N:15]2)=[N:12][CH:13]=1. Given the reactants [C:1](Cl)(=[O:5])[C:2](Cl)=O.[F:7][C:8]1[CH:9]=[CH:10][C:11]([N:14]2[CH:18]=[CH:17][C:16](C(O)=O)=[N:15]2)=[N:12][CH:13]=1.C[Si](C=[N+]=[N-])(C)C.[OH2:29], predict the reaction product.